From a dataset of Reaction yield outcomes from USPTO patents with 853,638 reactions. Predict the reaction yield, written as a fraction of the theoretical maximum amount of product (1.0 means a 100% yield; for example, 0.34 means a 34% yield). (1) The reactants are [C:1]1([N:7]2[C:11]3[CH:12]=[CH:13][CH:14]=[CH:15][C:10]=3[N:9]=[C:8]2[C:16]2[CH:21]=[CH:20][C:19](B3OC(C)(C)C(C)(C)O3)=[CH:18][CH:17]=2)[CH:6]=[CH:5][CH:4]=[CH:3][CH:2]=1.[Br:31][C:32]1[CH:37]=[CH:36][C:35](I)=[CH:34][CH:33]=1.C(=O)([O-])[O-].[K+].[K+]. The catalyst is O1CCOCC1.O.C1C=CC([P]([Pd]([P](C2C=CC=CC=2)(C2C=CC=CC=2)C2C=CC=CC=2)([P](C2C=CC=CC=2)(C2C=CC=CC=2)C2C=CC=CC=2)[P](C2C=CC=CC=2)(C2C=CC=CC=2)C2C=CC=CC=2)(C2C=CC=CC=2)C2C=CC=CC=2)=CC=1. The product is [Br:31][C:32]1[CH:37]=[CH:36][C:35]([C:19]2[CH:18]=[CH:17][C:16]([C:8]3[N:7]([C:1]4[CH:2]=[CH:3][CH:4]=[CH:5][CH:6]=4)[C:11]4[CH:12]=[CH:13][CH:14]=[CH:15][C:10]=4[N:9]=3)=[CH:21][CH:20]=2)=[CH:34][CH:33]=1. The yield is 0.600. (2) The reactants are C(O)C.[NH2:4][C:5]([CH2:10][CH2:11][C:12]1[CH:17]=[CH:16][C:15]([S:18][C:19]2[CH:24]=[CH:23][CH:22]=[C:21]([O:25][CH2:26][C:27]3[CH:32]=[CH:31][CH:30]=[CH:29][CH:28]=3)[CH:20]=2)=[CH:14][C:13]=1[Cl:33])([CH2:8][OH:9])[CH2:6][OH:7].Cl. The catalyst is O. The product is [ClH:33].[NH2:4][C:5]([CH2:10][CH2:11][C:12]1[CH:17]=[CH:16][C:15]([S:18][C:19]2[CH:24]=[CH:23][CH:22]=[C:21]([O:25][CH2:26][C:27]3[CH:32]=[CH:31][CH:30]=[CH:29][CH:28]=3)[CH:20]=2)=[CH:14][C:13]=1[Cl:33])([CH2:8][OH:9])[CH2:6][OH:7]. The yield is 0.940. (3) The reactants are Br[C:2]1[CH:7]=[CH:6][C:5]([N:8]2[CH:12]([C:13]3[CH:18]=[CH:17][C:16]([N+:19]([O-:21])=[O:20])=[CH:15][CH:14]=3)[CH2:11][CH2:10][CH:9]2[C:22]2[CH:27]=[CH:26][C:25]([N+:28]([O-:30])=[O:29])=[CH:24][CH:23]=2)=[CH:4][CH:3]=1.CC1(C)C(C)(C)OB([C:39]2[CH:40]=[CH:41][C:42]([N:45]3[CH2:50][CH2:49][O:48][CH2:47][CH2:46]3)=[N:43][CH:44]=2)O1.P([O-])([O-])([O-])=O.[K+].[K+].[K+].CCOC(C)=O. The catalyst is C1COCC1.O.[Pd](Cl)Cl.C(P(C(C)(C)C)[C-]1C=CC=C1)(C)(C)C.[C-]1(P(C(C)(C)C)C(C)(C)C)C=CC=C1.[Fe+2]. The product is [N+:19]([C:16]1[CH:15]=[CH:14][C:13]([CH:12]2[CH2:11][CH2:10][CH:9]([C:22]3[CH:27]=[CH:26][C:25]([N+:28]([O-:30])=[O:29])=[CH:24][CH:23]=3)[N:8]2[C:5]2[CH:4]=[CH:3][C:2]([C:39]3[CH:40]=[CH:41][C:42]([N:45]4[CH2:46][CH2:47][O:48][CH2:49][CH2:50]4)=[N:43][CH:44]=3)=[CH:7][CH:6]=2)=[CH:18][CH:17]=1)([O-:21])=[O:20]. The yield is 0.930. (4) The reactants are [H-].[Na+].[F:3][C:4]1[CH:5]=[CH:6][C:7]([NH2:10])=[N:8][CH:9]=1.[CH3:11]I. The catalyst is O1CCCC1. The product is [F:3][C:4]1[CH:5]=[CH:6][C:7]([NH:10][CH3:11])=[N:8][CH:9]=1. The yield is 0.230. (5) The reactants are [Br:1][C:2]1[CH:11]=[C:10]2[C:5]([CH:6]=[CH:7][NH:8][C:9]2=[O:12])=[CH:4][CH:3]=1.I[CH2:14][C:15]([F:18])([F:17])[F:16].[H-].[Na+]. The catalyst is C(OCC)(=O)C.O. The product is [Br:1][C:2]1[CH:11]=[C:10]2[C:5]([CH:6]=[CH:7][N:8]([CH2:14][C:15]([F:18])([F:17])[F:16])[C:9]2=[O:12])=[CH:4][CH:3]=1. The yield is 0.220.